This data is from Reaction yield outcomes from USPTO patents with 853,638 reactions. The task is: Predict the reaction yield, written as a fraction of the theoretical maximum amount of product (1.0 means a 100% yield; for example, 0.34 means a 34% yield). (1) The reactants are [CH3:1][C@@:2]12[C@H:11]3[CH2:12][CH2:13][C@:14]4([CH3:20])[C:18](=[O:19])[CH2:17][CH2:16][C@H:15]4[C@@H:10]3[CH2:9][CH2:8][C@H:7]1[CH2:6][C@@H:5]([OH:21])[CH2:4][CH2:3]2.[C:22]1([CH3:32])[CH:27]=[CH:26][C:25]([S:28](Cl)(=[O:30])=[O:29])=[CH:24][CH:23]=1. The catalyst is N1C=CC=CC=1. The product is [S:28]([O:21][C@H:5]1[CH2:4][CH2:3][C@@:2]2([CH3:1])[C@@H:7]([CH2:8][CH2:9][C@@H:10]3[C@@H:11]2[CH2:12][CH2:13][C@@:14]2([CH3:20])[C@H:15]3[CH2:16][CH2:17][C:18]2=[O:19])[CH2:6]1)([C:25]1[CH:26]=[CH:27][C:22]([CH3:32])=[CH:23][CH:24]=1)(=[O:30])=[O:29]. The yield is 0.870. (2) The reactants are [CH2:1]1[CH:10]2[N:5]([CH2:6][CH2:7][CH2:8][CH2:9]2)[CH2:4][CH:3]([C:11](OCC)=[O:12])[CH2:2]1.[H-].[Al+3].[Li+].[H-].[H-].[H-].C(OCC)(=O)C.[OH-].[Na+]. The catalyst is O1CCCC1.O. The product is [CH2:1]1[CH:10]2[N:5]([CH2:6][CH2:7][CH2:8][CH2:9]2)[CH2:4][CH:3]([CH2:11][OH:12])[CH2:2]1. The yield is 0.880. (3) The reactants are [CH3:1][O:2][C:3]1[CH:12]=[CH:11][CH:10]=[C:5]([C:6]([O:8]C)=[O:7])[C:4]=1[C:13]([O:15]C)=[O:14].[OH-].[K+].CO. The catalyst is O. The product is [CH3:1][O:2][C:3]1[CH:12]=[CH:11][CH:10]=[C:5]([C:6]([OH:8])=[O:7])[C:4]=1[C:13]([OH:15])=[O:14]. The yield is 0.840. (4) The reactants are [NH2:1]/[C:2](/[CH3:11])=[C:3](/[CH2:9][CH3:10])\[C:4]([O:6][CH2:7][CH3:8])=[O:5].C(N(C(C)C)CC)(C)C.Cl[C:22](=[O:29])[CH2:23][C:24]([O:26][CH2:27][CH3:28])=[O:25].C(=O)(O)[O-].[Na+]. The catalyst is C1COCC1. The product is [CH2:27]([O:26][C:24](=[O:25])[CH2:23][C:22]([NH:1]/[C:2](/[CH3:11])=[C:3](/[CH2:9][CH3:10])\[C:4]([O:6][CH2:7][CH3:8])=[O:5])=[O:29])[CH3:28]. The yield is 0.860. (5) The reactants are C[Al](C)C.[CH3:5][N:6]1[CH2:11][CH2:10][N:9]([C:12]2[S:16][C:15]([C:17]([O:19]CC)=O)=[CH:14][CH:13]=2)[CH2:8][CH2:7]1.[CH3:22][O:23][C:24]1[CH:25]=[C:26]([CH2:32][CH2:33][C:34]2[CH:35]=[C:36]([NH2:39])[NH:37][N:38]=2)[CH:27]=[C:28]([O:30][CH3:31])[CH:29]=1.C(C(C(C([O-])=O)O)O)([O-])=O.[Na+].[K+]. The product is [CH3:31][O:30][C:28]1[CH:27]=[C:26]([CH2:32][CH2:33][C:34]2[CH:35]=[C:36]([NH:39][C:17]([C:15]3[S:16][C:12]([N:9]4[CH2:8][CH2:7][N:6]([CH3:5])[CH2:11][CH2:10]4)=[CH:13][CH:14]=3)=[O:19])[NH:37][N:38]=2)[CH:25]=[C:24]([O:23][CH3:22])[CH:29]=1. The catalyst is C1(C)C=CC=CC=1.O.C(OCC)(=O)C. The yield is 0.338. (6) The reactants are Cl[C:2]1[N:3]=[CH:4][C:5]2[N:11]([CH3:12])[C:10](=[O:13])[CH2:9][CH2:8][N:7]([CH:14]3[CH2:18][CH2:17][CH2:16][CH2:15]3)[C:6]=2[N:19]=1.[NH2:20][C:21]1[CH:29]=[CH:28][C:24]([C:25]([OH:27])=[O:26])=[CH:23][C:22]=1[O:30][CH3:31].C(O)(C(F)(F)F)=O. No catalyst specified. The product is [CH:14]1([N:7]2[CH2:8][CH2:9][C:10](=[O:13])[N:11]([CH3:12])[C:5]3[CH:4]=[N:3][C:2]([NH:20][C:21]4[CH:29]=[CH:28][C:24]([C:25]([OH:27])=[O:26])=[CH:23][C:22]=4[O:30][CH3:31])=[N:19][C:6]2=3)[CH2:18][CH2:17][CH2:16][CH2:15]1. The yield is 0.640. (7) The reactants are C(OC(=O)[NH:10][CH2:11][CH2:12][NH:13][C:14]([CH:16]1[CH2:20][CH2:19][N:18]([C:21]2[C:26]([Br:27])=[CH:25][N:24]=[CH:23][C:22]=2[Br:28])[CH2:17]1)=[O:15])C1C=CC=CC=1.I[Si](C)(C)C. The catalyst is ClCCl. The product is [NH2:10][CH2:11][CH2:12][NH:13][C:14]([CH:16]1[CH2:20][CH2:19][N:18]([C:21]2[C:22]([Br:28])=[CH:23][N:24]=[CH:25][C:26]=2[Br:27])[CH2:17]1)=[O:15]. The yield is 0.830.